From a dataset of Full USPTO retrosynthesis dataset with 1.9M reactions from patents (1976-2016). Predict the reactants needed to synthesize the given product. (1) Given the product [NH2:19][C:10]1[C:11]2[O:15][CH2:14][O:13][C:12]=2[C:16]([C:24]#[C:23][C:21]([CH3:22])([OH:25])[CH3:20])=[CH:17][C:9]=1[Cl:8], predict the reactants needed to synthesize it. The reactants are: C(NC(C)C)(C)C.[Cl:8][C:9]1[CH:17]=[C:16](I)[C:12]2[O:13][CH2:14][O:15][C:11]=2[C:10]=1[NH2:19].[CH3:20][C:21]([OH:25])([C:23]#[CH:24])[CH3:22]. (2) Given the product [O-:39][S:37]([C:40]([F:43])([F:42])[F:41])(=[O:38])=[O:36].[CH2:21]([N+:18]1([CH3:40])[CH2:19][CH2:20][C@:5]23[C:6]4[C:7]5[O:33][C@H:4]2[C:3](=[O:2])[CH2:16][CH2:15][C@@:14]3([OH:17])[C@H:13]1[CH2:12][C:11]=4[CH:10]=[CH:9][C:8]=5[O:25][CH2:26][C:27]1[CH:32]=[CH:31][CH:30]=[CH:29][CH:28]=1)[CH:22]([CH3:23])[CH3:24], predict the reactants needed to synthesize it. The reactants are: C[O:2][C:3]1(OC)[CH2:16][CH2:15][C@:14]2([OH:17])[C@:5]34[CH2:20][CH2:19][N:18]([CH2:21][CH:22]([CH3:24])[CH3:23])[C@@H:13]2[CH2:12][C:11]2[CH:10]=[CH:9][C:8]([O:25][CH2:26][C:27]5[CH:32]=[CH:31][CH:30]=[CH:29][CH:28]=5)=[C:7]([O:33][C@@H:4]13)[C:6]4=2.[O:36](C)[S:37]([C:40]([F:43])([F:42])[F:41])(=[O:39])=[O:38]. (3) Given the product [Cl:1][C:2]1[CH:3]=[CH:4][C:5]2[O:9][CH:8]([C:10]([N:12]3[CH2:13][CH2:14][NH:15][CH2:16][CH2:17]3)=[O:11])[CH2:7][C:6]=2[CH:25]=1, predict the reactants needed to synthesize it. The reactants are: [Cl:1][C:2]1[CH:3]=[CH:4][C:5]2[O:9][CH:8]([C:10]([N:12]3[CH2:17][CH2:16][N:15](C(OC(C)(C)C)=O)[CH2:14][CH2:13]3)=[O:11])[CH2:7][C:6]=2[CH:25]=1.FC(F)(F)C(O)=O.O.C(=O)(O)[O-].[Na+].